Task: Predict the reaction yield, written as a fraction of the theoretical maximum amount of product (1.0 means a 100% yield; for example, 0.34 means a 34% yield).. Dataset: Reaction yield outcomes from USPTO patents with 853,638 reactions (1) The reactants are [C:1]1([C:7]2[C:8]([CH2:27][OH:28])=[CH:9][N:10]([S:18]([C:21]3[CH:26]=[CH:25][CH:24]=[CH:23][CH:22]=3)(=[O:20])=[O:19])[C:11]=2[C:12]2[CH:17]=[CH:16][CH:15]=[CH:14][CH:13]=2)[CH:6]=[CH:5][CH:4]=[CH:3][CH:2]=1.C[N+]1([O-])CCOCC1. The catalyst is [Ru]([O-])(=O)(=O)=O.C([N+](CCC)(CCC)CCC)CC. The product is [C:1]1([C:7]2[C:8]([CH:27]=[O:28])=[CH:9][N:10]([S:18]([C:21]3[CH:22]=[CH:23][CH:24]=[CH:25][CH:26]=3)(=[O:19])=[O:20])[C:11]=2[C:12]2[CH:17]=[CH:16][CH:15]=[CH:14][CH:13]=2)[CH:2]=[CH:3][CH:4]=[CH:5][CH:6]=1. The yield is 0.720. (2) The reactants are [NH2:1][C:2]1[CH:7]=[C:6]([Cl:8])[CH:5]=[CH:4][C:3]=1[NH:9][C:10]1[CH:18]=[CH:17][CH:16]=[CH:15][C:11]=1[C:12](O)=[O:13].C1(OC2C=CC=CC=2)C=CC=CC=1. No catalyst specified. The product is [Cl:8][C:6]1[CH:5]=[CH:4][C:3]2[NH:9][C:10]3[CH:18]=[CH:17][CH:16]=[CH:15][C:11]=3[C:12](=[O:13])[NH:1][C:2]=2[CH:7]=1. The yield is 0.760. (3) The reactants are [OH:1][C@@H:2]([C:23]1[CH:28]=[CH:27][CH:26]=[CH:25][CH:24]=1)[CH2:3][CH2:4][N:5]1[CH2:10][CH2:9][CH:8]([C:11]2[CH:12]=[C:13]([NH:17][C:18](=[O:22])[CH:19]([CH3:21])[CH3:20])[CH:14]=[CH:15][CH:16]=2)[CH2:7][CH2:6]1.[Cl:29][C:30]1[CH:35]=[CH:34][C:33](O)=[CH:32][CH:31]=1.C1(P(C2C=CC=CC=2)C2C=CC=CC=2)C=CC=CC=1.N(C(OCC)=O)=NC(OCC)=O.N. The catalyst is C1COCC1.C(Cl)(Cl)Cl. The product is [Cl:29][C:30]1[CH:35]=[CH:34][C:33]([O:1][C@H:2]([C:23]2[CH:24]=[CH:25][CH:26]=[CH:27][CH:28]=2)[CH2:3][CH2:4][N:5]2[CH2:10][CH2:9][CH:8]([C:11]3[CH:12]=[C:13]([NH:17][C:18](=[O:22])[CH:19]([CH3:21])[CH3:20])[CH:14]=[CH:15][CH:16]=3)[CH2:7][CH2:6]2)=[CH:32][CH:31]=1. The yield is 0.269. (4) The catalyst is CN(C=O)C. The reactants are [Cl:1][C:2]1[CH:3]=[CH:4][C:5]([OH:8])=[N:6][CH:7]=1.[H-].[Na+].F[C:12]1[CH:21]=[C:20]2[C:15]([C:16]([N:22]3[CH2:27][CH2:26][N:25]([C:28]([O:30][C:31]([CH3:34])([CH3:33])[CH3:32])=[O:29])[CH2:24][CH2:23]3)=[N:17][CH:18]=[N:19]2)=[CH:14][C:13]=1[N+:35]([O-:37])=[O:36]. The product is [Cl:1][C:2]1[CH:3]=[CH:4][C:5](=[O:8])[N:6]([C:12]2[CH:21]=[C:20]3[C:15]([C:16]([N:22]4[CH2:23][CH2:24][N:25]([C:28]([O:30][C:31]([CH3:32])([CH3:33])[CH3:34])=[O:29])[CH2:26][CH2:27]4)=[N:17][CH:18]=[N:19]3)=[CH:14][C:13]=2[N+:35]([O-:37])=[O:36])[CH:7]=1. The yield is 0.880. (5) The reactants are [C@:1]12(CS(O)(=O)=O)[C:2](C)([CH3:4])[CH:1]([CH2:7][CH2:7]1)[CH2:4][C:2]2=O.[NH2:16][C@:17]1([C:24]([O:26][CH2:27][CH3:28])=[O:25])[CH2:21][C:20](=[O:22])[NH:19][C:18]1=[O:23].C([O-])(O)=O.[Na+].COC1CCC(OC)O1. The catalyst is C(O)(=O)C.C(OCC)(=O)C.O. The product is [O:23]=[C:18]1[C@@:17]([N:16]2[CH:4]=[CH:2][CH:1]=[CH:7]2)([C:24]([O:26][CH2:27][CH3:28])=[O:25])[CH2:21][C:20](=[O:22])[NH:19]1. The yield is 0.940. (6) The reactants are [CH3:1][NH:2][S:3]([NH:6][CH2:7][C:8]([O:10]CC)=O)(=[O:5])=[O:4].O(C(C)(C)C)[K]. The catalyst is CN(C=O)C. The product is [CH3:1][N:2]1[C:8](=[O:10])[CH2:7][NH:6][S:3]1(=[O:5])=[O:4]. The yield is 0.540. (7) The reactants are Cl.[NH2:2][CH2:3][C:4]1[CH:5]=[C:6]2[C:10](=[CH:11][CH:12]=1)[C:9](=[O:13])[N:8]([CH:14]1[CH2:19][CH2:18][C:17](=[O:20])[NH:16][C:15]1=[O:21])[CH2:7]2.[Cl:22][C:23]1[CH:28]=[CH:27][CH:26]=[CH:25][C:24]=1[N:29]=[C:30]=[O:31].C(N(CC)CC)C.Cl. The catalyst is CN(C)C=O. The product is [Cl:22][C:23]1[CH:28]=[CH:27][CH:26]=[CH:25][C:24]=1[NH:29][C:30]([NH:2][CH2:3][C:4]1[CH:5]=[C:6]2[C:10](=[CH:11][CH:12]=1)[C:9](=[O:13])[N:8]([CH:14]1[CH2:19][CH2:18][C:17](=[O:20])[NH:16][C:15]1=[O:21])[CH2:7]2)=[O:31]. The yield is 0.970. (8) The reactants are C([O:4][CH2:5][C:6]1[N:7]=[C:8]([C:12]2[CH:17]=[CH:16][CH:15]=[C:14]([C:18]([F:21])([F:20])[F:19])[CH:13]=2)[S:9][C:10]=1[Br:11])(=O)C.[OH-].[Na+].Cl. The catalyst is C(O)C.O1CCCC1. The product is [Br:11][C:10]1[S:9][C:8]([C:12]2[CH:17]=[CH:16][CH:15]=[C:14]([C:18]([F:20])([F:19])[F:21])[CH:13]=2)=[N:7][C:6]=1[CH2:5][OH:4]. The yield is 0.890.